Task: Predict which catalyst facilitates the given reaction.. Dataset: Catalyst prediction with 721,799 reactions and 888 catalyst types from USPTO (1) Reactant: [C:1]1([N:7]2[C:11]([C:12]([OH:14])=O)=[CH:10][N:9]=[CH:8]2)[CH:6]=[CH:5][CH:4]=[CH:3][CH:2]=1.[CH3:15][O:16][C:17]1[CH:18]=[C:19]([N:25]2[CH2:30][CH2:29][NH:28][CH2:27][CH2:26]2)[CH:20]=[C:21]([O:23][CH3:24])[CH:22]=1.[ClH:31].CN(C)CCCN=C=NCC.O.ON1C2C=CC=CC=2N=N1. Product: [ClH:31].[CH3:15][O:16][C:17]1[CH:18]=[C:19]([N:25]2[CH2:26][CH2:27][N:28]([C:12]([C:11]3[N:7]([C:1]4[CH:2]=[CH:3][CH:4]=[CH:5][CH:6]=4)[CH:8]=[N:9][CH:10]=3)=[O:14])[CH2:29][CH2:30]2)[CH:20]=[C:21]([O:23][CH3:24])[CH:22]=1. The catalyst class is: 4. (2) Reactant: [I-].[NH:2]1[C:10]2[C:5](=[CH:6][CH:7]=[CH:8][CH:9]=2)[C:4]([CH2:11][P+](C2C=CC=CC=2)(C2C=CC=CC=2)C2C=CC=CC=2)=[N:3]1.[CH:31](=O)[C:32]1[CH:37]=[CH:36][CH:35]=[CH:34][CH:33]=1.C(=O)([O-])[O-].[K+].[K+].O. Product: [C:32]1(/[CH:31]=[CH:11]/[C:4]2[C:5]3[C:10](=[CH:9][CH:8]=[CH:7][CH:6]=3)[NH:2][N:3]=2)[CH:37]=[CH:36][CH:35]=[CH:34][CH:33]=1. The catalyst class is: 5. (3) Reactant: [C:1](S[C:6]1[CH:7]=[C:8]2[C:13](=[CH:14][C:15]=1[F:16])[N:12]=[CH:11][CH:10]=[C:9]2[Cl:17])([CH3:4])([CH3:3])[CH3:2].[C:18](S[C:23]1[C:24]([F:34])=[C:25]2[C:30](=[CH:31][CH:32]=1)[N:29]=[CH:28][CH:27]=[C:26]2[Cl:33])([CH3:21])([CH3:20])[CH3:19].O[O:36][S:37]([O-:39])=O.[K+]. Product: [C:18]([S:37]([C:6]1[CH:7]=[C:8]2[C:13](=[CH:14][C:15]=1[F:16])[N:12]=[CH:11][CH:10]=[C:9]2[Cl:17])(=[O:39])=[O:36])([CH3:21])([CH3:20])[CH3:19].[C:1]([S:37]([C:23]1[C:24]([F:34])=[C:25]2[C:30](=[CH:31][CH:32]=1)[N:29]=[CH:28][CH:27]=[C:26]2[Cl:33])(=[O:39])=[O:36])([CH3:4])([CH3:3])[CH3:2]. The catalyst class is: 161. (4) Reactant: N#N.[NH:3]1[C:7]2[CH:8]=[CH:9][CH:10]=[CH:11][C:6]=2[N:5]=[C:4]1[CH:12]([NH2:23])[CH2:13][C:14]1[CH:19]=[CH:18][C:17]([O:20][CH3:21])=[CH:16][C:15]=1[CH3:22].[C:24](N1C=CN=C1)(N1C=CN=C1)=[O:25].O. Product: [CH3:21][O:20][C:17]1[CH:18]=[CH:19][C:14]([CH2:13][CH:12]2[C:4]3=[N:5][C:6]4[CH:11]=[CH:10][CH:9]=[CH:8][C:7]=4[N:3]3[C:24](=[O:25])[NH:23]2)=[C:15]([CH3:22])[CH:16]=1. The catalyst class is: 721.